From a dataset of Tyrosyl-DNA phosphodiesterase HTS with 341,365 compounds. Binary Classification. Given a drug SMILES string, predict its activity (active/inactive) in a high-throughput screening assay against a specified biological target. (1) The molecule is Brc1c(n(S(=O)(=O)c2cc([N+]([O-])=O)ccc2)nc1C)C. The result is 0 (inactive). (2) The drug is s1cc(C2C(C(OC(=C2)C(=O)NCc2[nH]c3c(n2)cccc3)OCC)CCCO)c2c1cccc2. The result is 0 (inactive). (3) The compound is S(=O)(=O)(N(c1c(OC)cccc1)C)c1ccc(cc1)C(OCC(=O)N)=O. The result is 0 (inactive).